From a dataset of Reaction yield outcomes from USPTO patents with 853,638 reactions. Predict the reaction yield, written as a fraction of the theoretical maximum amount of product (1.0 means a 100% yield; for example, 0.34 means a 34% yield). (1) The reactants are [Si]([O:8][C:9]1[CH:14]=[CH:13][C:12]([C:15]2[N:16]=[C:17]([C:22]3C=[CH:26][CH:25]=[CH:24][CH:23]=3)[C:18]([NH2:21])=[N:19][CH:20]=2)=[CH:11][CH:10]=1)(C(C)(C)C)(C)C.[Si]([O:35][C:36]1[CH:41]=[CH:40][C:39]([CH2:42][C:43](=O)[CH:44]([O:48]CC)OCC)=[CH:38][CH:37]=1)(C(C)(C)C)(C)C.Cl.[CH3:53][CH2:54]CCCC. The catalyst is O1CCOCC1. The product is [CH:26]1[CH:25]=[CH:24][C:23]([CH2:22][C:17]2[C:18]3[N:19]([CH:20]=[C:15]([C:12]4[CH:11]=[CH:10][C:9]([OH:8])=[CH:14][CH:13]=4)[N:16]=2)[C:44]([OH:48])=[C:43]([CH2:42][C:39]2[CH:40]=[CH:41][C:36]([OH:35])=[CH:37][CH:38]=2)[N:21]=3)=[CH:53][CH:54]=1. The yield is 0.536. (2) The reactants are [CH3:1][O:2][C:3](=[O:20])[C:4]1[CH:9]=[C:8](C#C[Si](C)(C)C)[C:7]([NH:16][C:17](=O)[CH3:18])=[N:6][CH:5]=1.[F-].C([N+](CCCC)(CCCC)CCCC)CCC. The catalyst is O1CCCC1. The product is [CH3:1][O:2][C:3]([C:4]1[CH:9]=[C:8]2[CH:18]=[CH:17][NH:16][C:7]2=[N:6][CH:5]=1)=[O:20]. The yield is 0.790. (3) The reactants are Cl[C:2]1[CH:3]=[CH:4][C:5]2[N:6]([C:8]([CH2:15][N:16]3[CH2:20][CH:19]([CH:21]=[C:22]([F:24])[F:23])[CH2:18][C:17]3=[O:25])=[C:9]([C:11]([F:14])([F:13])[F:12])[N:10]=2)[N:7]=1.[CH3:26][O-:27].[Na+].O. The catalyst is CO.CCOC(C)=O.O(C(C)C)C(C)C. The product is [F:23][C:22]([F:24])=[CH:21][CH:19]1[CH2:20][N:16]([CH2:15][C:8]2[N:6]3[N:7]=[C:2]([O:27][CH3:26])[CH:3]=[CH:4][C:5]3=[N:10][C:9]=2[C:11]([F:14])([F:13])[F:12])[C:17](=[O:25])[CH2:18]1. The yield is 0.930. (4) The reactants are [F:1][C:2]1[CH:7]=[C:6]([S:8][CH3:9])[CH:5]=[C:4]([F:10])[C:3]=1[C:11]1[N:16]=[C:15]([C:17]([O:19]C)=[O:18])[CH:14]=[CH:13][C:12]=1[F:21].[OH-].[Na+].Cl. The catalyst is C1COCC1.CO. The product is [F:1][C:2]1[CH:7]=[C:6]([S:8][CH3:9])[CH:5]=[C:4]([F:10])[C:3]=1[C:11]1[N:16]=[C:15]([C:17]([OH:19])=[O:18])[CH:14]=[CH:13][C:12]=1[F:21]. The yield is 0.550. (5) The reactants are [F:1][C:2]1[CH:3]=[C:4]2[C:9](=[CH:10][CH:11]=1)[CH:8]=[N:7][C:6]([C:12]([NH:14][NH2:15])=[O:13])=[CH:5]2.[N:16]([O-])=O.[Na+]. The catalyst is Cl.O. The product is [F:1][C:2]1[CH:3]=[C:4]2[C:9](=[CH:10][CH:11]=1)[CH:8]=[N:7][C:6]([C:12]([N:14]=[N+:15]=[N-:16])=[O:13])=[CH:5]2. The yield is 0.890. (6) The reactants are [CH3:1][N:2]1[CH2:7][CH2:6][NH:5][CH2:4][CH2:3]1.[I-].[Na+].C(=O)([O-])[O-].[K+].[K+].[F:16][C:17]1[CH:26]=[CH:25][C:24]([O:27][CH2:28][CH2:29][CH3:30])=[C:23]2[C:18]=1[C:19](=[O:39])[C:20]([C:31]1[CH:36]=[CH:35][C:34]([O:37][CH3:38])=[CH:33][CH:32]=1)=[CH:21][NH:22]2.[C:40]([CH:43](Cl)[CH2:44][NH-:45])([OH:42])=[O:41]. The catalyst is O.CN(C=O)C. The product is [F:16][C:17]1[CH:26]=[CH:25][C:24]([O:27][CH2:28][CH2:29][CH3:30])=[C:23]2[C:18]=1[C:19](=[O:39])[C:20]([C:31]1[CH:32]=[CH:33][C:34]([O:37][CH3:38])=[CH:35][CH:36]=1)=[CH:21][NH:22]2.[C:40]([CH:43]([N:5]1[CH2:6][CH2:7][N:2]([CH3:1])[CH2:3][CH2:4]1)[CH2:44][NH-:45])([OH:42])=[O:41]. The yield is 0.140.